This data is from Forward reaction prediction with 1.9M reactions from USPTO patents (1976-2016). The task is: Predict the product of the given reaction. (1) Given the reactants [NH2:1][C:2]1[N:10]=[CH:9][CH:8]=[CH:7][C:3]=1[C:4]([OH:6])=O.[CH2:11]([O:18][C:19]1[CH:26]=[CH:25][C:22]([CH2:23][NH2:24])=[C:21]([F:27])[CH:20]=1)[C:12]1[CH:17]=[CH:16][CH:15]=[CH:14][CH:13]=1.CCN=C=NCCCN(C)C.N1C=CC=CC=1, predict the reaction product. The product is: [CH2:11]([O:18][C:19]1[CH:26]=[CH:25][C:22]([CH2:23][NH:24][C:4](=[O:6])[C:3]2[CH:7]=[CH:8][CH:9]=[N:10][C:2]=2[NH2:1])=[C:21]([F:27])[CH:20]=1)[C:12]1[CH:13]=[CH:14][CH:15]=[CH:16][CH:17]=1. (2) Given the reactants [Cl:1][C:2]1[CH:3]=[C:4]([CH:27]=[CH:28][C:29]=1[Cl:30])[O:5][CH:6]1[CH2:11][CH2:10][N:9]([CH2:12][CH:13]([OH:26])[CH2:14][O:15][C:16]2[CH:21]=[CH:20][CH:19]=[CH:18][C:17]=2[NH:22]C(=O)C)[CH2:8][CH2:7]1, predict the reaction product. The product is: [ClH:1].[ClH:1].[NH2:22][C:17]1[CH:18]=[CH:19][CH:20]=[CH:21][C:16]=1[O:15][CH2:14][CH:13]([OH:26])[CH2:12][N:9]1[CH2:8][CH2:7][CH:6]([O:5][C:4]2[CH:27]=[CH:28][C:29]([Cl:30])=[C:2]([Cl:1])[CH:3]=2)[CH2:11][CH2:10]1. (3) Given the reactants C(NC(C)C)(C)C.C([Li])CCC.[Li+].CC([N-]C(C)C)C.[CH3:21][O:22][C:23]1[CH:28]=[CH:27][C:26]([C:29](=[N:32][OH:33])[CH2:30][CH3:31])=[CH:25][CH:24]=1.[C:34]([O:41][CH2:42][CH3:43])(=[O:40])[C:35]([O:37]CC)=O, predict the reaction product. The product is: [OH:33][N:32]=[C:29]([C:26]1[CH:27]=[CH:28][C:23]([O:22][CH3:21])=[CH:24][CH:25]=1)[CH:30]([CH3:31])[C:35](=[O:37])[C:34]([O:41][CH2:42][CH3:43])=[O:40]. (4) Given the reactants C[O:2][C:3]1[CH:4]=[C:5]([CH:14]=[CH:15][C:16]2[CH:21]=[C:20]([O:22]C)[CH:19]=[C:18]([O:24]C)[CH:17]=2)[CH:6]=[C:7]([O:12]C)[C:8]=1[CH2:9][CH2:10][CH3:11].B(Br)(Br)Br, predict the reaction product. The product is: [OH:22][C:20]1[CH:21]=[C:16]([CH:15]=[CH:14][C:5]2[CH:4]=[C:3]([OH:2])[C:8]([CH2:9][CH2:10][CH3:11])=[C:7]([OH:12])[CH:6]=2)[CH:17]=[C:18]([OH:24])[CH:19]=1. (5) Given the reactants [N:1]1([C:6]([N:8]2[CH:12]=[CH:11][N:10]=[CH:9]2)=[O:7])[CH:5]=[CH:4]N=[CH:2]1.[CH3:13][O:14][C:15]1[CH:24]=[CH:23][C:22]2CNCC[C:17]=2[C:16]=1[CH:25]=[O:26], predict the reaction product. The product is: [N:8]1([C:6]([N:1]2[CH2:2][CH2:22][C:17]3[C:16]([CH:25]=[O:26])=[C:15]([O:14][CH3:13])[CH:24]=[CH:23][C:4]=3[CH2:5]2)=[O:7])[CH:12]=[CH:11][N:10]=[CH:9]1. (6) Given the reactants [C:1]1([CH2:7][CH2:8][NH:9][C:10](=[O:15])[C:11]([F:14])([F:13])[F:12])[CH:6]=[CH:5][CH:4]=[CH:3][CH:2]=1.[C:16](Cl)(=[O:18])[CH3:17].[Cl-].[Al+3].[Cl-].[Cl-], predict the reaction product. The product is: [C:16]([C:4]1[CH:3]=[CH:2][C:1]([CH2:7][CH2:8][NH:9][C:10](=[O:15])[C:11]([F:13])([F:14])[F:12])=[CH:6][CH:5]=1)(=[O:18])[CH3:17]. (7) Given the reactants [CH3:1][C:2]1[C:6]([CH2:7][OH:8])=[C:5]([CH3:9])[O:4][N:3]=1.[H-].[Na+].Cl[CH2:13][C:14]([N:16]1[CH2:21][CH2:20][N:19]([C:22]2[CH:27]=[CH:26][CH:25]=[CH:24][C:23]=2[CH3:28])[CH2:18][CH2:17]1)=[O:15], predict the reaction product. The product is: [CH3:1][C:2]1[C:6]([CH2:7][O:8][CH2:13][C:14]([N:16]2[CH2:21][CH2:20][N:19]([C:22]3[CH:27]=[CH:26][CH:25]=[CH:24][C:23]=3[CH3:28])[CH2:18][CH2:17]2)=[O:15])=[C:5]([CH3:9])[O:4][N:3]=1.